Dataset: Full USPTO retrosynthesis dataset with 1.9M reactions from patents (1976-2016). Task: Predict the reactants needed to synthesize the given product. Given the product [Cl:1][C:2]1[C:3]([CH3:28])=[CH:4][C:5]2[N:11]=[C:10]([C:12]3[CH:17]=[CH:16][CH:15]=[C:14]([C:18]4[CH:23]=[CH:22][N:21]=[C:20]([CH2:24][NH:37][CH:34]5[CH2:36][CH2:35]5)[CH:19]=4)[CH:13]=3)[CH2:9][C:8](=[O:26])[NH:7][C:6]=2[CH:27]=1, predict the reactants needed to synthesize it. The reactants are: [Cl:1][C:2]1[C:3]([CH3:28])=[CH:4][C:5]2[N:11]=[C:10]([C:12]3[CH:17]=[CH:16][CH:15]=[C:14]([C:18]4[CH:23]=[CH:22][N:21]=[C:20]([CH2:24]O)[CH:19]=4)[CH:13]=3)[CH2:9][C:8](=[O:26])[NH:7][C:6]=2[CH:27]=1.S(Cl)(Cl)=O.[Cl-].[CH:34]1([NH2:37])[CH2:36][CH2:35]1.